From a dataset of Catalyst prediction with 721,799 reactions and 888 catalyst types from USPTO. Predict which catalyst facilitates the given reaction. (1) Reactant: [CH3:1][O:2][C:3](=[O:14])[CH2:4][O:5][C:6]1[CH:11]=[CH:10][C:9]([CH:12]=O)=[CH:8][CH:7]=1.Cl.[NH2:16][OH:17].C([O-])(=O)C.[Na+]. Product: [OH:17][N:16]=[CH:12][C:9]1[CH:10]=[CH:11][C:6]([O:5][CH2:4][C:3]([O:2][CH3:1])=[O:14])=[CH:7][CH:8]=1. The catalyst class is: 24. (2) Reactant: C1(C=[N:8][CH:9]([CH3:14])[C:10]([O:12][CH3:13])=[O:11])C=CC=CC=1.[Li+].CC([N-]C(C)C)C.[F:23][C:24]1[CH:25]=[C:26]([CH:29]=[CH:30][CH:31]=1)[CH2:27]Br.Cl. Product: [NH2:8][C:9]([CH3:14])([CH2:27][C:26]1[CH:29]=[CH:30][CH:31]=[C:24]([F:23])[CH:25]=1)[C:10]([O:12][CH3:13])=[O:11]. The catalyst class is: 680. (3) Reactant: [CH3:1][CH:2]([NH:4][C:5]1[CH:9]=[C:8]([C:10]2[CH:15]=[CH:14][N:13]=[CH:12][CH:11]=2)[S:7][C:6]=1[C:16]([O:18]C)=[O:17])[CH3:3].[OH-].[Na+]. Product: [CH3:3][CH:2]([NH:4][C:5]1[CH:9]=[C:8]([C:10]2[CH:15]=[CH:14][N:13]=[CH:12][CH:11]=2)[S:7][C:6]=1[C:16]([OH:18])=[O:17])[CH3:1]. The catalyst class is: 5. (4) Reactant: C[CH2:2][N:3]=C=NCCCN(C)C.CCN(CC)CC.[C:19]12([C:29](=[O:41])[CH2:30][O:31][C:32]3[CH:40]=[CH:39][C:35]([C:36](O)=[O:37])=[CH:34][CH:33]=3)[CH2:28][CH:23]3[CH2:24][CH:25]([CH2:27][CH:21]([CH2:22]3)[CH2:20]1)[CH2:26]2.CN. Product: [C:19]12([C:29](=[O:41])[CH2:30][O:31][C:32]3[CH:40]=[CH:39][C:35]([C:36]([NH:3][CH3:2])=[O:37])=[CH:34][CH:33]=3)[CH2:28][CH:23]3[CH2:24][CH:25]([CH2:27][CH:21]([CH2:22]3)[CH2:20]1)[CH2:26]2. The catalyst class is: 79. (5) Reactant: C[O:2][C:3](=[O:31])[CH:4]([C:16]1[CH:21]=[CH:20][CH:19]=[C:18]([CH2:22][NH:23]C(OC(C)(C)C)=O)[CH:17]=1)[CH2:5][P:6]([CH:11]([NH2:15])[CH:12]([CH3:14])[CH3:13])([O:8]CC)=[O:7].CCN(C(C)C)C(C)C.[C:41]1([S:47](Cl)(=[O:49])=[O:48])[CH:46]=[CH:45][CH:44]=[CH:43][CH:42]=1.C[Si](Br)(C)C. Product: [NH2:23][CH2:22][C:18]1[CH:17]=[C:16]([CH:4]([CH2:5][P:6]([CH:11]([NH:15][S:47]([C:41]2[CH:46]=[CH:45][CH:44]=[CH:43][CH:42]=2)(=[O:49])=[O:48])[CH:12]([CH3:13])[CH3:14])([OH:8])=[O:7])[C:3]([OH:2])=[O:31])[CH:21]=[CH:20][CH:19]=1. The catalyst class is: 64.